This data is from Full USPTO retrosynthesis dataset with 1.9M reactions from patents (1976-2016). The task is: Predict the reactants needed to synthesize the given product. (1) Given the product [Cl:25][C:26]1[CH:27]=[C:28]([CH:31]=[CH:32][CH:33]=1)[CH2:29][NH:30][C:7]([C:9]1[S:10][CH:11]=[CH:12][C:13]=1[NH:14][C:15]1[C:16]2[C:23]([CH3:24])=[CH:22][NH:21][C:17]=2[N:18]=[CH:19][N:20]=1)=[O:8], predict the reactants needed to synthesize it. The reactants are: C[Al](C)C.CO[C:7]([C:9]1[S:10][CH:11]=[CH:12][C:13]=1[NH:14][C:15]1[C:16]2[C:23]([CH3:24])=[CH:22][NH:21][C:17]=2[N:18]=[CH:19][N:20]=1)=[O:8].[Cl:25][C:26]1[CH:27]=[C:28]([CH:31]=[CH:32][CH:33]=1)[CH2:29][NH2:30]. (2) The reactants are: [N+:1]([C:4]1[CH:5]=[CH:6][C:7]2[S:11][C:10]([C:12]([OH:14])=O)=[CH:9][C:8]=2[CH:15]=1)([O-:3])=[O:2].CN(C(ON1N=[N:31][C:26]2[CH:27]=[CH:28][CH:29]=[N:30][C:25]1=2)=[N+](C)C)C.F[P-](F)(F)(F)(F)F.[CH:40](N(CC)C(C)C)(C)[CH3:41].CN(C=O)C.[ClH:54]. Given the product [ClH:54].[N:30]12[CH2:29][CH2:28][CH:27]([CH2:40][CH2:41]1)[C@@H:26]([NH:31][C:12]([C:10]1[S:11][C:7]3[CH:6]=[CH:5][C:4]([N+:1]([O-:3])=[O:2])=[CH:15][C:8]=3[CH:9]=1)=[O:14])[CH2:25]2, predict the reactants needed to synthesize it.